From a dataset of Reaction yield outcomes from USPTO patents with 853,638 reactions. Predict the reaction yield, written as a fraction of the theoretical maximum amount of product (1.0 means a 100% yield; for example, 0.34 means a 34% yield). (1) The reactants are [NH2:1][N:2]1[CH:6]=[CH:5][CH:4]=[C:3]1[C:7]([NH2:9])=[O:8].[C:10]12[C:18](=[O:19])[O:17][C:15](=[O:16])[C:11]=1[CH2:12][CH2:13][CH2:14]2.Cl. The catalyst is C1COCC1. The product is [C:7]([C:3]1[N:2]([NH:1][C:18]([C:10]2[CH2:14][CH2:13][CH2:12][C:11]=2[C:15]([OH:17])=[O:16])=[O:19])[CH:6]=[CH:5][CH:4]=1)(=[O:8])[NH2:9]. The yield is 0.920. (2) The reactants are [Cl:1][C:2]1[C:11]2[C:6](=[CH:7][C:8]([O:12][CH3:13])=[CH:9][CH:10]=2)[N:5]=[C:4]([CH:14]=[O:15])[CH:3]=1.[BH4-].[Na+]. The catalyst is C(O)C. The product is [Cl:1][C:2]1[C:11]2[C:6](=[CH:7][C:8]([O:12][CH3:13])=[CH:9][CH:10]=2)[N:5]=[C:4]([CH2:14][OH:15])[CH:3]=1. The yield is 0.190.